Dataset: Catalyst prediction with 721,799 reactions and 888 catalyst types from USPTO. Task: Predict which catalyst facilitates the given reaction. (1) Reactant: C(OC)(OC)OC.[Br:8][C:9]1[CH:10]=[C:11]([C:17]2[CH:22]=[CH:21][CH:20]=[CH:19][CH:18]=2)[C:12]([NH:15][NH2:16])=[N:13][CH:14]=1.[C:23](O)(C(F)(F)F)=O. Product: [Br:8][C:9]1[CH:10]=[C:11]([C:17]2[CH:22]=[CH:21][CH:20]=[CH:19][CH:18]=2)[C:12]2[N:13]([CH:23]=[N:16][N:15]=2)[CH:14]=1. The catalyst class is: 2. (2) Reactant: Cl[CH2:2][C:3]1[CH:7]=[C:6]([CH3:8])[O:5][N:4]=1.[N-:9]=[N+:10]=[N-:11].[Na+]. Product: [N:9]([CH2:2][C:3]1[CH:7]=[C:6]([CH3:8])[O:5][N:4]=1)=[N+:10]=[N-:11]. The catalyst class is: 18. (3) Reactant: [N+:1]([C:4]1[CH:5]=[C:6]([CH:32]=[CH:33][CH:34]=1)[C:7]([NH:9][C:10]1[CH:31]=[CH:30][C:13]2[N:14]([CH:17]([C:24]3[CH:29]=[CH:28][CH:27]=[CH:26][CH:25]=3)[CH2:18][C:19]([O:21]CC)=[O:20])[CH:15]=[N:16][C:12]=2[CH:11]=1)=[O:8])([O-:3])=[O:2]. Product: [N+:1]([C:4]1[CH:5]=[C:6]([CH:32]=[CH:33][CH:34]=1)[C:7]([NH:9][C:10]1[CH:31]=[CH:30][C:13]2[N:14]([CH:17]([C:24]3[CH:29]=[CH:28][CH:27]=[CH:26][CH:25]=3)[CH2:18][C:19]([OH:21])=[O:20])[CH:15]=[N:16][C:12]=2[CH:11]=1)=[O:8])([O-:3])=[O:2]. The catalyst class is: 33. (4) Reactant: [CH3:1][C:2]1[CH:7]=[C:6]([CH3:8])[NH:5][C:4](=[O:9])[C:3]=1[CH2:10][NH:11][C:12]([C:14]1[C:15]2[CH:35]=[N:34][N:33]([CH:36]([CH3:38])[CH3:37])[C:16]=2[N:17]=[C:18]([C:20]2[CH2:21][CH2:22][N:23]([C:26]([CH:28]3[CH2:31][N:30]([CH3:32])[CH2:29]3)=[O:27])[CH2:24][CH:25]=2)[CH:19]=1)=[O:13]. Product: [CH3:1][C:2]1[CH:7]=[C:6]([CH3:8])[NH:5][C:4](=[O:9])[C:3]=1[CH2:10][NH:11][C:12]([C:14]1[C:15]2[CH:35]=[N:34][N:33]([CH:36]([CH3:38])[CH3:37])[C:16]=2[N:17]=[C:18]([CH:20]2[CH2:21][CH2:22][N:23]([C:26]([CH:28]3[CH2:29][N:30]([CH3:32])[CH2:31]3)=[O:27])[CH2:24][CH2:25]2)[CH:19]=1)=[O:13]. The catalyst class is: 50. (5) Reactant: [C:1]([N:4]1[CH2:8][CH2:7][C:6]2([C:16]3[C:11](=[CH:12][CH:13]=[C:14]([O:17]C)[CH:15]=3)[N:10]([C:19](=[O:24])[C:20]([F:23])([F:22])[F:21])[CH2:9]2)[CH2:5]1)(=[O:3])[CH3:2].B(Br)(Br)Br. Product: [C:1]([N:4]1[CH2:8][CH2:7][C:6]2([C:16]3[C:11](=[CH:12][CH:13]=[C:14]([OH:17])[CH:15]=3)[N:10]([C:19](=[O:24])[C:20]([F:22])([F:23])[F:21])[CH2:9]2)[CH2:5]1)(=[O:3])[CH3:2]. The catalyst class is: 2. (6) Reactant: CC(C)([O-])C.[K+].[CH3:7][O:8][C:9](=[O:25])[C:10]([O:23][CH3:24])=[CH:11][C:12]1[CH:17]=[CH:16][C:15]([OH:18])=[C:14]([C:19]([F:22])(F)F)[CH:13]=1.Br[CH2:27][CH2:28][CH2:29][O:30][C:31]1[CH:36]=[CH:35][C:34]([C:37]2[CH:42]=[CH:41][CH:40]=[CH:39][CH:38]=2)=[CH:33][CH:32]=1. Product: [CH3:7][O:8][C:9](=[O:25])[C:10]([O:23][CH3:24])=[CH:11][C:12]1[CH:17]=[CH:16][C:15]([O:18][CH2:27][CH2:28][CH2:29][O:30][C:31]2[CH:36]=[CH:35][C:34]([C:37]3[CH:42]=[CH:41][CH:40]=[CH:39][CH:38]=3)=[CH:33][CH:32]=2)=[C:14]([CH2:19][F:22])[CH:13]=1. The catalyst class is: 9. (7) Reactant: [CH2:1]([C:3]1([CH2:22][CH3:23])[C:8]2[CH:9]=[C:10]([C:13]3[N:17]([CH3:18])[C:16]([C:19]#[N:20])=[CH:15][CH:14]=3)[CH:11]=[CH:12][C:7]=2[NH:6][C:5](=O)[O:4]1)[CH3:2].COC1C=CC(P2(SP(C3C=CC(OC)=CC=3)(=S)S2)=[S:33])=CC=1.C(=O)([O-])[O-].[Na+].[Na+]. Product: [CH2:1]([C:3]1([CH2:22][CH3:23])[C:8]2[CH:9]=[C:10]([C:13]3[N:17]([CH3:18])[C:16]([C:19]#[N:20])=[CH:15][CH:14]=3)[CH:11]=[CH:12][C:7]=2[NH:6][C:5](=[S:33])[O:4]1)[CH3:2]. The catalyst class is: 11. (8) Reactant: [O:1]1[C:5]2[CH:6]=[CH:7][CH:8]=[CH:9][C:4]=2[N:3]=[C:2]1[NH:10][C:11]1[CH:16]=[CH:15][C:14]([CH2:17][C:18]([O:20]CC)=[O:19])=[CH:13][C:12]=1[Cl:23].[OH-].[Na+]. Product: [O:1]1[C:5]2[CH:6]=[CH:7][CH:8]=[CH:9][C:4]=2[N:3]=[C:2]1[NH:10][C:11]1[CH:16]=[CH:15][C:14]([CH2:17][C:18]([OH:20])=[O:19])=[CH:13][C:12]=1[Cl:23]. The catalyst class is: 1. (9) Reactant: [H-].[Al+3].[Li+].[H-].[H-].[H-].[CH3:7][O:8][CH2:9][O:10][C:11]1[CH:12]=[C:13]2[C:26](=[CH:27][CH:28]=1)[C:25]1[C:16](=[C:17]3[C:22](=[CH:23][CH:24]=1)[NH:21][C:20]([CH3:30])([CH3:29])[CH:19]=[C:18]3[CH3:31])[C:15](=[O:32])[O:14]2.Cl. Product: [OH:14][C:13]1[CH:12]=[C:11]([O:10][CH2:9][O:8][CH3:7])[CH:28]=[CH:27][C:26]=1[C:25]1[C:16]([CH2:15][OH:32])=[C:17]2[C:22](=[CH:23][CH:24]=1)[NH:21][C:20]([CH3:30])([CH3:29])[CH:19]=[C:18]2[CH3:31]. The catalyst class is: 355.